From a dataset of Reaction yield outcomes from USPTO patents with 853,638 reactions. Predict the reaction yield, written as a fraction of the theoretical maximum amount of product (1.0 means a 100% yield; for example, 0.34 means a 34% yield). The reactants are Cl[CH2:2][C:3]1[N:8]=[C:7]([C:9]2[CH:14]=[CH:13][CH:12]=[CH:11][N:10]=2)[NH:6][C:5](=[O:15])[CH:4]=1.[CH:16]1([C:21]2([CH2:29][CH2:30][C:31]3[CH:36]=[CH:35][C:34]([O:37][CH3:38])=[CH:33][CH:32]=3)[O:26][C:25](=[O:27])[CH2:24][C:23](=[O:28])[CH2:22]2)[CH2:20][CH2:19][CH2:18][CH2:17]1. No catalyst specified. The product is [CH:16]1([C:21]2([CH2:29][CH2:30][C:31]3[CH:36]=[CH:35][C:34]([O:37][CH3:38])=[CH:33][CH:32]=3)[O:26][C:25](=[O:27])[C:24]([CH2:2][C:3]3[N:8]=[C:7]([C:9]4[CH:14]=[CH:13][CH:12]=[CH:11][N:10]=4)[NH:6][C:5](=[O:15])[CH:4]=3)=[C:23]([OH:28])[CH2:22]2)[CH2:20][CH2:19][CH2:18][CH2:17]1. The yield is 0.110.